From a dataset of Reaction yield outcomes from USPTO patents with 853,638 reactions. Predict the reaction yield, written as a fraction of the theoretical maximum amount of product (1.0 means a 100% yield; for example, 0.34 means a 34% yield). (1) The reactants are C1C=CC=CC=1.CCN(CCO[C:15]1[CH:16]=[CH:17][C:18]([CH2:21][C:22]2[CH:23]=[CH:24][CH:25]=[CH:26][CH:27]=2)=C[CH:20]=1)CC.Cl.CCCCCCCCCCCC.[O-]P([O-])([O-])=O.[K+].[K+].[K+].C1(I)C=CC=CC=1. The catalyst is C1C=CC([P]([Pd]([P](C2C=CC=CC=2)(C2C=CC=CC=2)C2C=CC=CC=2)([P](C2C=CC=CC=2)(C2C=CC=CC=2)C2C=CC=CC=2)[P](C2C=CC=CC=2)(C2C=CC=CC=2)C2C=CC=CC=2)(C2C=CC=CC=2)C2C=CC=CC=2)=CC=1.COCCOC. The product is [C:22]1([C:21]2[CH:20]=[CH:15][CH:16]=[CH:17][CH:18]=2)[CH:27]=[CH:26][CH:25]=[CH:24][CH:23]=1. The yield is 0.857. (2) The reactants are [CH3:1][O:2][C:3]([C:5]1[C:10]([Cl:11])=[C:9]([NH2:12])[C:8]([F:13])=[C:7]([C:14]2[CH:19]=[CH:18][C:17]([Cl:20])=[CH:16][CH:15]=2)[N:6]=1)=[O:4].[C:21](O[C:21]([O:23][C:24]([CH3:27])([CH3:26])[CH3:25])=[O:22])([O:23][C:24]([CH3:27])([CH3:26])[CH3:25])=[O:22].FC(F)(F)C(O)=O. The catalyst is ClCCl. The product is [CH3:1][O:2][C:3]([C:5]1[C:10]([Cl:11])=[C:9]([NH:12][C:21]([O:23][C:24]([CH3:27])([CH3:26])[CH3:25])=[O:22])[C:8]([F:13])=[C:7]([C:14]2[CH:19]=[CH:18][C:17]([Cl:20])=[CH:16][CH:15]=2)[N:6]=1)=[O:4]. The yield is 0.507. (3) The reactants are [NH2:1][C:2]1[CH:7]=[C:6]([Cl:8])[N:5]=[C:4](Cl)[N:3]=1.[NH2:10][NH2:11].[CH3:12][C:13](=O)[CH2:14][C:15](=O)[CH3:16].C(O)C. The catalyst is CN1C(=O)CCC1.O. The product is [Cl:8][C:6]1[N:5]=[C:4]([N:10]2[C:13]([CH3:12])=[CH:14][C:15]([CH3:16])=[N:11]2)[N:3]=[C:2]([NH2:1])[CH:7]=1. The yield is 0.660.